From a dataset of Peptide-MHC class I binding affinity with 185,985 pairs from IEDB/IMGT. Regression. Given a peptide amino acid sequence and an MHC pseudo amino acid sequence, predict their binding affinity value. This is MHC class I binding data. (1) The peptide sequence is KTNFQNHKG. The MHC is HLA-A02:01 with pseudo-sequence HLA-A02:01. The binding affinity (normalized) is 0.0847. (2) The peptide sequence is MPRLSRNAA. The MHC is HLA-A69:01 with pseudo-sequence HLA-A69:01. The binding affinity (normalized) is 0.0847.